From a dataset of Forward reaction prediction with 1.9M reactions from USPTO patents (1976-2016). Predict the product of the given reaction. Given the reactants [C:1]([O:5][C:6]([N:8]1[CH2:13][CH2:12][N:11]2[C:14]([C:27]#[N:28])=[C:15]([C:20]3[CH:25]=[CH:24][CH:23]=[C:22]([F:26])[CH:21]=3)[C:16]([C:17](O)=[O:18])=[C:10]2[CH2:9]1)=[O:7])([CH3:4])([CH3:3])[CH3:2].C([N:31]1[CH:35]=[CH:34][N:33]=[CH:32]1)([N:31]1[CH:35]=[CH:34][N:33]=[CH:32]1)=O, predict the reaction product. The product is: [C:27]([C:14]1[N:11]2[CH2:12][CH2:13][N:8]([C:6]([O:5][C:1]([CH3:3])([CH3:2])[CH3:4])=[O:7])[CH2:9][C:10]2=[C:16]([C:17]([N:31]2[CH:35]=[CH:34][N:33]=[CH:32]2)=[O:18])[C:15]=1[C:20]1[CH:25]=[CH:24][CH:23]=[C:22]([F:26])[CH:21]=1)#[N:28].